From a dataset of Reaction yield outcomes from USPTO patents with 853,638 reactions. Predict the reaction yield, written as a fraction of the theoretical maximum amount of product (1.0 means a 100% yield; for example, 0.34 means a 34% yield). (1) The reactants are Cl.[Br:2][C:3]1[CH:4]=[C:5](Br)[C:6]2[N:7]([CH:9]=[C:10]([CH2:12][C:13]([O:15][CH3:16])=[O:14])[N:11]=2)[CH:8]=1.[C:18]1(B(O)O)[CH:23]=[CH:22][CH:21]=[CH:20][CH:19]=1.[O-]P([O-])([O-])=O.[K+].[K+].[K+].C(OCC)(=O)C. The catalyst is C1(C)C=CC=CC=1.C(O)C.C1C=CC([P]([Pd]([P](C2C=CC=CC=2)(C2C=CC=CC=2)C2C=CC=CC=2)([P](C2C=CC=CC=2)(C2C=CC=CC=2)C2C=CC=CC=2)[P](C2C=CC=CC=2)(C2C=CC=CC=2)C2C=CC=CC=2)(C2C=CC=CC=2)C2C=CC=CC=2)=CC=1. The product is [Br:2][C:3]1[CH:4]=[C:5]([C:18]2[CH:23]=[CH:22][CH:21]=[CH:20][CH:19]=2)[C:6]2[N:7]([CH:9]=[C:10]([CH2:12][C:13]([O:15][CH3:16])=[O:14])[N:11]=2)[CH:8]=1. The yield is 0.730. (2) The reactants are [Si]([O:8][C:9]1[CH:14]=[CH:13][C:12]([CH2:15][CH:16]([O:21][CH2:22][C:23]2[CH:28]=[CH:27][C:26]([C:29]([O:31][C:32]([CH3:35])([CH3:34])[CH3:33])=[O:30])=[CH:25][CH:24]=2)[C:17]([O:19][CH3:20])=[O:18])=[CH:11][CH:10]=1)(C(C)(C)C)(C)C.[F-].C([N+](CCCC)(CCCC)CCCC)CCC.C(O)(=O)C. The catalyst is C1COCC1. The product is [C:32]([O:31][C:29]([C:26]1[CH:25]=[CH:24][C:23]([CH2:22][O:21][CH:16]([CH2:15][C:12]2[CH:11]=[CH:10][C:9]([OH:8])=[CH:14][CH:13]=2)[C:17]([O:19][CH3:20])=[O:18])=[CH:28][CH:27]=1)=[O:30])([CH3:35])([CH3:33])[CH3:34]. The yield is 1.00. (3) The reactants are [Br:1][C:2]1[CH:16]=[CH:15][C:14]([CH:17]=O)=[CH:13][C:3]=1[CH2:4][NH:5][C:6](=[O:12])[O:7][C:8]([CH3:11])([CH3:10])[CH3:9].Cl.[OH:20][NH2:21].C([O-])(=O)C.[Na+]. No catalyst specified. The product is [Br:1][C:2]1[CH:16]=[CH:15][C:14]([CH:17]=[N:21][OH:20])=[CH:13][C:3]=1[CH2:4][NH:5][C:6](=[O:12])[O:7][C:8]([CH3:11])([CH3:10])[CH3:9]. The yield is 0.980.